Dataset: Full USPTO retrosynthesis dataset with 1.9M reactions from patents (1976-2016). Task: Predict the reactants needed to synthesize the given product. (1) The reactants are: CO[CH:3](OC)[CH2:4][NH2:5].[N:8]([C:11]1[C:20]2[C:15](=[CH:16][CH:17]=[CH:18][CH:19]=2)[C:14]([C:21]#[N:22])=[CH:13][CH:12]=1)=[C:9]=[S:10].Cl. Given the product [SH:10][C:9]1[N:8]([C:11]2[C:20]3[C:15](=[CH:16][CH:17]=[CH:18][CH:19]=3)[C:14]([C:21]#[N:22])=[CH:13][CH:12]=2)[CH:3]=[CH:4][N:5]=1, predict the reactants needed to synthesize it. (2) Given the product [CH3:1][O:2][C:3]1[CH:4]=[C:5]([CH:6]=[CH:7][C:8]=1[O:9][CH3:10])[O:11][CH2:12][CH:14]1[CH2:15][O:16]1, predict the reactants needed to synthesize it. The reactants are: [CH3:1][O:2][C:3]1[CH:4]=[C:5]([OH:11])[CH:6]=[CH:7][C:8]=1[O:9][CH3:10].[CH2:12]([CH:14]1[O:16][CH2:15]1)Cl.